From a dataset of Full USPTO retrosynthesis dataset with 1.9M reactions from patents (1976-2016). Predict the reactants needed to synthesize the given product. (1) Given the product [CH2:13]([N:15]([CH2:18][CH3:19])[CH2:16][CH2:17][NH:35][C:36](=[O:42])[CH2:37][NH:33][C:28]([C:24]1[C:23]([CH3:31])=[C:22]([CH:20]=[O:21])[NH:26][C:25]=1[CH3:27])=[O:30])[CH3:14], predict the reactants needed to synthesize it. The reactants are: Cl.C(N=C=NCCCN(C)C)C.[CH2:13]([N:15]([CH2:18][CH3:19])[CH2:16][CH3:17])[CH3:14].[CH:20]([C:22]1[NH:26][C:25]([CH3:27])=[C:24]([C:28]([OH:30])=O)[C:23]=1[CH3:31])=[O:21].O[N:33]1[C:37]2C=CC=C[C:36]=2[N:35]=N1.[OH2:42]. (2) Given the product [NH2:46][C:42]1[C:37]2[C:36]([I:44])=[CH:35][N:34]([C@H:11]3[C@:10]([CH3:45])([OH:9])[CH:14]([OH:15])[CH:13]([CH2:24][OH:25])[O:12]3)[C:38]=2[N:39]=[CH:40][N:41]=1, predict the reactants needed to synthesize it. The reactants are: C([O:9][C@:10]1([CH3:45])[CH:14]([O:15]C(=O)C2C=CC=CC=2)[CH:13]([CH2:24][O:25]C(=O)C2C=CC=CC=2)[O:12][C@H:11]1[N:34]1[C:38]2[N:39]=[CH:40][N:41]=[C:42](Cl)[C:37]=2[C:36]([I:44])=[CH:35]1)(=O)C1C=CC=CC=1.[NH3:46]. (3) Given the product [OH:1][C:2]1[CH:16]=[C:15]([CH3:17])[CH:14]=[CH:13][C:3]=1[O:4][C:5]1[CH:12]=[CH:11][C:8]([CH:9]2[NH:18][CH:19]([C:22]([OH:24])=[O:23])[CH2:20][S:21]2)=[CH:7][CH:6]=1, predict the reactants needed to synthesize it. The reactants are: [OH:1][C:2]1[CH:16]=[C:15]([CH3:17])[CH:14]=[CH:13][C:3]=1[O:4][C:5]1[CH:12]=[CH:11][C:8]([CH:9]=O)=[CH:7][CH:6]=1.[NH2:18][C@H:19]([C:22]([OH:24])=[O:23])[CH2:20][SH:21]. (4) Given the product [C:1]([C:5]1[N:6]=[C:7]([N:23]2[CH2:27][CH2:26][C:25]([F:28])([F:29])[CH2:24]2)[C:8]2[N:13]=[N:12][NH:11][C:9]=2[N:10]=1)([CH3:4])([CH3:2])[CH3:3], predict the reactants needed to synthesize it. The reactants are: [C:1]([C:5]1[N:6]=[C:7]([N:23]2[CH2:27][CH2:26][C:25]([F:29])([F:28])[CH2:24]2)[C:8]2[N:13]=[N:12][N:11](CC3C=CC(OC)=CC=3)[C:9]=2[N:10]=1)([CH3:4])([CH3:3])[CH3:2].C(O)(C(F)(F)F)=O. (5) The reactants are: Br[C:2]1[CH:34]=[CH:33][C:5]([CH2:6][N:7]2[C:11]3[CH:12]=[C:13]([O:16][CH2:17][C:18]4[CH:22]=[CH:21][N:20]([CH3:23])[N:19]=4)[CH:14]=[CH:15][C:10]=3[N:9]=[C:8]2[C@H:24]2[CH2:29][CH2:28][CH2:27][CH2:26][C@H:25]2[C:30]([OH:32])=[O:31])=[CH:4][CH:3]=1.[F:35][C:36]1([F:42])[CH2:41][CH2:40][NH:39][CH2:38][CH2:37]1. Given the product [F:35][C:36]1([F:42])[CH2:41][CH2:40][N:39]([C:2]2[CH:34]=[CH:33][C:5]([CH2:6][N:7]3[C:11]4[CH:12]=[C:13]([O:16][CH2:17][C:18]5[CH:22]=[CH:21][N:20]([CH3:23])[N:19]=5)[CH:14]=[CH:15][C:10]=4[N:9]=[C:8]3[C@H:24]3[CH2:29][CH2:28][CH2:27][CH2:26][C@H:25]3[C:30]([OH:32])=[O:31])=[CH:4][CH:3]=2)[CH2:38][CH2:37]1, predict the reactants needed to synthesize it.